This data is from Full USPTO retrosynthesis dataset with 1.9M reactions from patents (1976-2016). The task is: Predict the reactants needed to synthesize the given product. Given the product [I:1][C:8]1[C:7]2[O:3][CH2:4][CH2:5][C:6]=2[CH:11]=[C:10]([S:12]([Cl:15])(=[O:13])=[O:14])[CH:9]=1, predict the reactants needed to synthesize it. The reactants are: [I:1]Cl.[O:3]1[C:7]2[CH:8]=[CH:9][C:10]([S:12]([Cl:15])(=[O:14])=[O:13])=[CH:11][C:6]=2[CH2:5][CH2:4]1.C(#N)C.